This data is from Full USPTO retrosynthesis dataset with 1.9M reactions from patents (1976-2016). The task is: Predict the reactants needed to synthesize the given product. (1) Given the product [CH3:23][O:22][C:20](=[O:21])[CH2:19][C:14]1[CH:15]=[CH:16][CH:17]=[CH:18][C:13]=1[CH2:12][CH2:11][C:9]1[CH:8]=[CH:7][N:6]=[C:5]([NH:24][C:25]2[CH:26]=[CH:27][C:28]([N:31]3[CH2:32][CH2:33][N:34]([C:37]([O:39][CH2:40][C:41]4[CH:42]=[CH:43][CH:44]=[CH:45][CH:46]=4)=[O:38])[CH2:35][CH2:36]3)=[CH:29][CH:30]=2)[N:10]=1, predict the reactants needed to synthesize it. The reactants are: CS([C:5]1[N:10]=[C:9]([CH2:11][CH2:12][C:13]2[CH:18]=[CH:17][CH:16]=[CH:15][C:14]=2[CH2:19][C:20]([O:22][CH3:23])=[O:21])[CH:8]=[CH:7][N:6]=1)(=O)=O.[NH2:24][C:25]1[CH:30]=[CH:29][C:28]([N:31]2[CH2:36][CH2:35][N:34]([C:37]([O:39][CH2:40][C:41]3[CH:46]=[CH:45][CH:44]=[CH:43][CH:42]=3)=[O:38])[CH2:33][CH2:32]2)=[CH:27][CH:26]=1. (2) Given the product [Br:1][C:2]1[CH:3]=[C:4]([CH:8]([NH:12][C:13](=[O:19])[O:14][C:15]([CH3:18])([CH3:17])[CH3:16])[CH2:9][CH2:10][F:20])[CH:5]=[CH:6][CH:7]=1, predict the reactants needed to synthesize it. The reactants are: [Br:1][C:2]1[CH:3]=[C:4]([CH:8]([NH:12][C:13](=[O:19])[O:14][C:15]([CH3:18])([CH3:17])[CH3:16])[CH2:9][CH2:10]O)[CH:5]=[CH:6][CH:7]=1.[F:20]C(F)(S(F)(=O)=O)C(F)(F)C(F)(F)C(F)(F)F.F.F.F.C(N(C(C)C)CC)(C)C.C(N(C(C)C)CC)(C)C. (3) Given the product [CH2:3]([O:6][C:7]1[CH:12]=[CH:11][C:10]([CH2:13][O:22][CH2:21][CH2:20][N:15]2[CH:19]=[CH:18][N:17]=[N:16]2)=[CH:9][CH:8]=1)[CH:4]=[CH2:5], predict the reactants needed to synthesize it. The reactants are: [H-].[Na+].[CH2:3]([O:6][C:7]1[CH:12]=[CH:11][C:10]([CH2:13]Cl)=[CH:9][CH:8]=1)[CH:4]=[CH2:5].[N:15]1([CH2:20][CH2:21][OH:22])[CH:19]=[CH:18][N:17]=[N:16]1.O. (4) Given the product [CH2:1]([C:3]1([C:15]2[CH:16]=[C:17]([NH:21][S:23]([CH3:22])(=[O:25])=[O:24])[CH:18]=[CH:19][CH:20]=2)[CH:8]2[CH:4]1[CH2:5][N:6]([CH2:9][CH2:10][CH2:11][CH2:12][CH2:13][CH3:14])[CH2:7]2)[CH3:2], predict the reactants needed to synthesize it. The reactants are: [CH2:1]([C:3]1([C:15]2[CH:16]=[C:17]([NH2:21])[CH:18]=[CH:19][CH:20]=2)[CH:8]2[CH:4]1[CH2:5][N:6]([CH2:9][CH2:10][CH2:11][CH2:12][CH2:13][CH3:14])[CH2:7]2)[CH3:2].[CH3:22][S:23](Cl)(=[O:25])=[O:24]. (5) The reactants are: [CH2:1]([N:8]1[C:12]2[CH:13]=[CH:14][CH:15]=[CH:16][C:11]=2[N:10]=[C:9]1[S:17][CH2:18][C:19]([O:21]CC)=O)[C:2]1[CH:7]=[CH:6][CH:5]=[CH:4][CH:3]=1.O.[NH2:25][NH2:26]. Given the product [CH2:1]([N:8]1[C:12]2[CH:13]=[CH:14][CH:15]=[CH:16][C:11]=2[N:10]=[C:9]1[S:17][CH2:18][C:19]([NH:25][NH2:26])=[O:21])[C:2]1[CH:7]=[CH:6][CH:5]=[CH:4][CH:3]=1, predict the reactants needed to synthesize it.